Dataset: Forward reaction prediction with 1.9M reactions from USPTO patents (1976-2016). Task: Predict the product of the given reaction. (1) Given the reactants [O:1]1[CH2:6][CH2:5][N:4]([CH2:7][CH2:8][O:9][C:10]2[CH:18]=[C:17]3[C:13]([C:14]([C:26]4[CH:31]=[CH:30][C:29]([Cl:32])=[CH:28][CH:27]=4)=[C:15](C4C=NC=CC=4)[C:16]3=[O:19])=[CH:12][CH:11]=2)[CH2:3][CH2:2]1.O1CCN(CCOC2C=C3C(C(C4C=CC=CC=4)=C(Br)C3=O)=CC=2)CC1.[F:59][C:60]([F:71])([F:70])[C:61]1[CH:66]=[CH:65][C:64](B(O)O)=[CH:63][CH:62]=1, predict the reaction product. The product is: [O:1]1[CH2:2][CH2:3][N:4]([CH2:7][CH2:8][O:9][C:10]2[CH:18]=[C:17]3[C:13]([C:14]([C:26]4[CH:27]=[CH:28][C:29]([Cl:32])=[CH:30][CH:31]=4)=[C:15]([C:64]4[CH:65]=[CH:66][C:61]([C:60]([F:71])([F:70])[F:59])=[CH:62][CH:63]=4)[C:16]3=[O:19])=[CH:12][CH:11]=2)[CH2:5][CH2:6]1. (2) Given the reactants [F:1][C:2]1[CH:3]=[C:4]([C:8]2([CH3:23])[CH2:12][CH2:11][CH2:10][N:9]2[C:13]2[CH:18]=[CH:17][N:16]3[N:19]=[CH:20][C:21]([NH2:22])=[C:15]3[N:14]=2)[CH:5]=[CH:6][CH:7]=1.C1N=CN([C:29]([N:31]2[CH:35]=N[CH:33]=[CH:32]2)=[O:30])C=1.Cl.N1CC([OH:41])C1.CCN(C(C)C)C(C)C, predict the reaction product. The product is: [F:1][C:2]1[CH:3]=[C:4]([C:8]2([CH3:23])[CH2:12][CH2:11][CH2:10][N:9]2[C:13]2[CH:18]=[CH:17][N:16]3[N:19]=[CH:20][C:21]([NH:22][C:29]([N:31]4[CH2:32][CH:33]([OH:41])[CH2:35]4)=[O:30])=[C:15]3[N:14]=2)[CH:5]=[CH:6][CH:7]=1. (3) The product is: [S:14]1[C:18]([N:5]([S:2](=[O:4])(=[O:3])[NH2:24])[C:6](=[O:7])[O:12][C:8]([CH3:11])([CH3:10])[CH3:9])=[CH:17][C:16]2[CH:20]=[CH:21][CH:22]=[CH:23][C:15]1=2. Given the reactants Cl[S:2]([N:5]=[C:6]=[O:7])(=[O:4])=[O:3].[C:8]([OH:12])([CH3:11])([CH3:10])[CH3:9].Cl.[S:14]1[C:18](N)=[CH:17][C:16]2[CH:20]=[CH:21][CH:22]=[CH:23][C:15]1=2.[N:24]1C=CC=CC=1, predict the reaction product. (4) The product is: [CH:8]([C:24]1[C:14]([C:15]([N:17]([CH:18]([CH3:19])[CH3:20])[CH:21]([CH3:22])[CH3:23])=[O:16])=[C:13]([F:12])[N:27]=[CH:26][CH:25]=1)=[O:11]. Given the reactants NC1N=CC=C2C=1N[C:8](=[O:11])C2.[F:12][C:13]1[N:27]=[CH:26][CH:25]=[CH:24][C:14]=1[C:15]([N:17]([CH:21]([CH3:23])[CH3:22])[CH:18]([CH3:20])[CH3:19])=[O:16], predict the reaction product. (5) Given the reactants C([O:3][C:4]([C:6]1[NH:7][C:8]2[C:13]([CH:14]=1)=[CH:12][C:11]([Cl:15])=[CH:10][CH:9]=2)=[O:5])C.Br[CH2:17][C:18]1[C:27]2[C:22](=[CH:23][CH:24]=[CH:25][CH:26]=2)[CH:21]=[CH:20][CH:19]=1, predict the reaction product. The product is: [Cl:15][C:11]1[CH:12]=[C:13]2[C:8](=[CH:9][CH:10]=1)[N:7]([CH2:17][C:18]1[C:27]3[C:22](=[CH:23][CH:24]=[CH:25][CH:26]=3)[CH:21]=[CH:20][CH:19]=1)[C:6]([C:4]([OH:3])=[O:5])=[CH:14]2. (6) Given the reactants Cl[C:2]1[N:7]=[CH:6][C:5]([C:8]([NH2:10])=[O:9])=[CH:4][CH:3]=1.[F:11][C:12]([F:26])([F:25])[C:13]1[CH:14]=[C:15]([N:19]2[CH2:24][CH2:23][NH:22][CH2:21][CH2:20]2)[CH:16]=[CH:17][CH:18]=1.C(=O)([O-])[O-].[Na+].[Na+], predict the reaction product. The product is: [F:26][C:12]([F:11])([F:25])[C:13]1[CH:14]=[C:15]([N:19]2[CH2:24][CH2:23][N:22]([C:2]3[N:7]=[CH:6][C:5]([C:8]([NH2:10])=[O:9])=[CH:4][CH:3]=3)[CH2:21][CH2:20]2)[CH:16]=[CH:17][CH:18]=1.